Predict which catalyst facilitates the given reaction. From a dataset of Catalyst prediction with 721,799 reactions and 888 catalyst types from USPTO. (1) Reactant: [CH3:1][O:2][C:3]([C:5]1[S:6][C:7]([C:24]#[C:25][C:26]([CH3:29])([CH3:28])[CH3:27])=[CH:8][C:9]=1[NH:10][C:11]1[CH:16]=[CH:15][C:14]([O:17][C:18]2[CH:23]=[CH:22][CH:21]=[CH:20][N:19]=2)=[CH:13][CH:12]=1)=[O:4].C[Si]([N-][Si](C)(C)C)(C)C.[K+].[CH3:40][C@H:41]1[CH2:46][CH2:45][C@H:44]([C:47](Cl)=[O:48])[CH2:43][CH2:42]1. Product: [CH3:1][O:2][C:3]([C:5]1[S:6][C:7]([C:24]#[C:25][C:26]([CH3:29])([CH3:28])[CH3:27])=[CH:8][C:9]=1[N:10]([C:47]([CH:44]1[CH2:45][CH2:46][CH:41]([CH3:40])[CH2:42][CH2:43]1)=[O:48])[C:11]1[CH:12]=[CH:13][C:14]([O:17][C:18]2[CH:23]=[CH:22][CH:21]=[CH:20][N:19]=2)=[CH:15][CH:16]=1)=[O:4]. The catalyst class is: 1. (2) Reactant: [CH3:1][C:2]([NH:38]C(=O)OC(C)(C)C)([CH3:37])[C:3]([NH:5][C@H:6]([CH2:33][CH:34]([CH3:36])[CH3:35])[C:7](=[O:32])[NH:8][CH:9]1[CH2:18][C:17]2[C:12](=[C:13]([N:19]3[CH2:23][CH2:22][CH2:21][C:20]3=[O:24])[CH:14]=[CH:15][CH:16]=2)[N:11]([CH2:25][C:26]2[CH:30]=[CH:29][S:28][CH:27]=2)[C:10]1=[O:31])=[O:4].Cl.C(=O)(O)[O-].[Na+]. Product: [NH2:38][C:2]([CH3:1])([CH3:37])[C:3]([NH:5][C@H:6]([CH2:33][CH:34]([CH3:35])[CH3:36])[C:7]([NH:8][CH:9]1[CH2:18][C:17]2[C:12](=[C:13]([N:19]3[CH2:23][CH2:22][CH2:21][C:20]3=[O:24])[CH:14]=[CH:15][CH:16]=2)[N:11]([CH2:25][C:26]2[CH:30]=[CH:29][S:28][CH:27]=2)[C:10]1=[O:31])=[O:32])=[O:4]. The catalyst class is: 8. (3) Reactant: [S:1]1[CH:5]=[CH:4][CH:3]=[C:2]1[C:6]1[CH:11]=[CH:10][CH:9]=[CH:8][C:7]=1[O:12][CH3:13].C([Li])CCC.[CH:19]([O:21][CH2:22]Cl)=[O:20]. Product: [CH3:22][O:21][C:19]([C:5]1[S:1][C:2]([C:6]2[CH:11]=[CH:10][CH:9]=[CH:8][C:7]=2[O:12][CH3:13])=[CH:3][CH:4]=1)=[O:20]. The catalyst class is: 7. (4) Reactant: [Cl:1][C:2]1[CH:3]=[C:4]([NH:9][CH2:10][C:11]([N:13]2[CH2:19]CCC[CH:15]([N:20]([CH3:30])[C:21]3[C:22]4[CH:29]=[CH:28][NH:27][C:23]=4[N:24]=[CH:25][N:26]=3)[CH2:14]2)=[O:12])[CH:5]=[C:6]([Cl:8])[CH:7]=1.CO. Product: [Cl:8][C:6]1[CH:5]=[C:4]([NH:9][CH2:10][C:11]([N:13]2[CH2:14][CH:15]([N:20]([CH3:30])[C:21]3[C:22]4[CH:29]=[CH:28][NH:27][C:23]=4[N:24]=[CH:25][N:26]=3)[CH2:19]2)=[O:12])[CH:3]=[C:2]([Cl:1])[CH:7]=1. The catalyst class is: 2.